This data is from Peptide-MHC class I binding affinity with 185,985 pairs from IEDB/IMGT. The task is: Regression. Given a peptide amino acid sequence and an MHC pseudo amino acid sequence, predict their binding affinity value. This is MHC class I binding data. The peptide sequence is QPKKAAAAL. The MHC is HLA-A02:03 with pseudo-sequence HLA-A02:03. The binding affinity (normalized) is 0.0847.